This data is from Forward reaction prediction with 1.9M reactions from USPTO patents (1976-2016). The task is: Predict the product of the given reaction. (1) Given the reactants [CH3:1][S:2]([O:5][CH2:6][CH2:7][N:8]([CH2:24][CH2:25][O:26][S:27]([CH3:30])(=[O:29])=[O:28])[C:9]1[C:10]([N+:21]([O-:23])=[O:22])=[CH:11][C:12]([N+:18]([O-:20])=[O:19])=[C:13]([CH:17]=1)[C:14]([OH:16])=O)(=[O:4])=[O:3].[NH2:31][CH2:32][CH2:33][OH:34].Cl, predict the reaction product. The product is: [CH3:1][S:2]([O:5][CH2:6][CH2:7][N:8]([CH2:24][CH2:25][O:26][S:27]([CH3:30])(=[O:28])=[O:29])[C:9]1[CH:17]=[C:13]([C:14]([NH:31][CH2:32][CH2:33][OH:34])=[O:16])[C:12]([N+:18]([O-:20])=[O:19])=[CH:11][C:10]=1[N+:21]([O-:23])=[O:22])(=[O:3])=[O:4]. (2) Given the reactants [F:1][C:2]1[CH:10]=[C:9]([C:11]2[N:15]=[C:14]([C:16]3[CH:21]=[CH:20][C:19]([C:22]4[CH:27]=[CH:26][CH:25]=[CH:24][C:23]=4[CH3:28])=[C:18]([CH2:29][O:30][CH3:31])[CH:17]=3)[O:13][N:12]=2)[CH:8]=[CH:7][C:3]=1[C:4](O)=[O:5].C(Cl)(=O)C([Cl:35])=O.CN(C=O)C, predict the reaction product. The product is: [F:1][C:2]1[CH:10]=[C:9]([C:11]2[N:15]=[C:14]([C:16]3[CH:21]=[CH:20][C:19]([C:22]4[CH:27]=[CH:26][CH:25]=[CH:24][C:23]=4[CH3:28])=[C:18]([CH2:29][O:30][CH3:31])[CH:17]=3)[O:13][N:12]=2)[CH:8]=[CH:7][C:3]=1[C:4]([Cl:35])=[O:5].